Dataset: Full USPTO retrosynthesis dataset with 1.9M reactions from patents (1976-2016). Task: Predict the reactants needed to synthesize the given product. Given the product [C:17]([CH2:16][O:3][CH:4]1[CH2:5][N:6]([C:8]([O:10][C:11]([CH3:14])([CH3:13])[CH3:12])=[O:9])[CH2:7]1)#[N:18], predict the reactants needed to synthesize it. The reactants are: [H-].[Na+].[OH:3][CH:4]1[CH2:7][N:6]([C:8]([O:10][C:11]([CH3:14])([CH3:13])[CH3:12])=[O:9])[CH2:5]1.Br[CH2:16][C:17]#[N:18].